This data is from Catalyst prediction with 721,799 reactions and 888 catalyst types from USPTO. The task is: Predict which catalyst facilitates the given reaction. Reactant: Cl[C:2]1[N:7]=[C:6]([N:8]([CH3:23])[CH:9]2[CH2:14][CH2:13][N:12]([C:15]3[CH:22]=[CH:21][C:18]([C:19]#[N:20])=[CH:17][N:16]=3)[CH2:11][CH2:10]2)[C:5]([Cl:24])=[CH:4][N:3]=1.[CH3:25][N:26]1[CH:30]=[C:29]([NH2:31])[CH:28]=[N:27]1.Cl. Product: [Cl:24][C:5]1[C:6]([N:8]([CH3:23])[CH:9]2[CH2:14][CH2:13][N:12]([C:15]3[CH:22]=[CH:21][C:18]([C:19]#[N:20])=[CH:17][N:16]=3)[CH2:11][CH2:10]2)=[N:7][C:2]([NH:31][C:29]2[CH:28]=[N:27][N:26]([CH3:25])[CH:30]=2)=[N:3][CH:4]=1. The catalyst class is: 32.